Dataset: Catalyst prediction with 721,799 reactions and 888 catalyst types from USPTO. Task: Predict which catalyst facilitates the given reaction. (1) Reactant: [CH3:1][O:2][C:3](=[O:15])[C:4]1[CH:9]=[CH:8][C:7]([C:10](=O)[CH2:11][C:12]#[N:13])=[CH:6][CH:5]=1.[C:16]1([NH:22][NH2:23])[CH:21]=[CH:20][CH:19]=[CH:18][CH:17]=1. Product: [CH3:1][O:2][C:3](=[O:15])[C:4]1[CH:9]=[CH:8][C:7]([C:10]2[CH:11]=[C:12]([NH2:13])[N:22]([C:16]3[CH:21]=[CH:20][CH:19]=[CH:18][CH:17]=3)[N:23]=2)=[CH:6][CH:5]=1. The catalyst class is: 8. (2) Product: [C:1]([O:24][CH2:23][N:16]1[C:17]2[CH:22]=[CH:21][CH:20]=[CH:19][C:18]=2[N:14]([CH2:13][CH2:12][CH2:11][Cl:10])[C:15]1=[O:25])(=[O:8])[CH2:2][CH2:3][CH2:4][CH2:5][CH2:6][CH3:7]. The catalyst class is: 4. Reactant: [C:1](Cl)(=[O:8])[CH2:2][CH2:3][CH2:4][CH2:5][CH2:6][CH3:7].[Cl:10][CH2:11][CH2:12][CH2:13][N:14]1[C:18]2[CH:19]=[CH:20][CH:21]=[CH:22][C:17]=2[N:16]([CH2:23][OH:24])[C:15]1=[O:25].N1C=CC=CC=1. (3) Reactant: [Br:1][C:2]1[CH:11]=[C:10]([F:12])[C:5]([NH:6][C:7](=[O:9])[CH3:8])=[C:4](F)[CH:3]=1.C(=O)([O-])[O-].[Cs+].[Cs+]. Product: [Br:1][C:2]1[CH:11]=[C:10]([F:12])[C:5]2[N:6]=[C:7]([CH3:8])[O:9][C:4]=2[CH:3]=1. The catalyst class is: 264.